From a dataset of Reaction yield outcomes from USPTO patents with 853,638 reactions. Predict the reaction yield, written as a fraction of the theoretical maximum amount of product (1.0 means a 100% yield; for example, 0.34 means a 34% yield). The reactants are Br[C:2]1[CH:3]=[C:4]([C:10]#[C:11][Si:12]([CH3:15])([CH3:14])[CH3:13])[C:5](=[O:9])[N:6]([CH3:8])[CH:7]=1.[CH3:16][C:17]1([CH3:33])[C:21]([CH3:23])([CH3:22])[O:20][B:19]([B:19]2[O:20][C:21]([CH3:23])([CH3:22])[C:17]([CH3:33])([CH3:16])[O:18]2)[O:18]1.CC(C1C=C(C(C)C)C(C2C=CC=CC=2P(C2CCCCC2)C2CCCCC2)=C(C(C)C)C=1)C.CC([O-])=O.[K+]. The catalyst is O1CCOCC1.C1C=CC(/C=C/C(/C=C/C2C=CC=CC=2)=O)=CC=1.C1C=CC(/C=C/C(/C=C/C2C=CC=CC=2)=O)=CC=1.C1C=CC(/C=C/C(/C=C/C2C=CC=CC=2)=O)=CC=1.[Pd].[Pd]. The product is [CH3:8][N:6]1[CH:7]=[C:2]([B:19]2[O:20][C:21]([CH3:23])([CH3:22])[C:17]([CH3:33])([CH3:16])[O:18]2)[CH:3]=[C:4]([C:10]#[C:11][Si:12]([CH3:15])([CH3:14])[CH3:13])[C:5]1=[O:9]. The yield is 0.330.